From a dataset of Reaction yield outcomes from USPTO patents with 853,638 reactions. Predict the reaction yield, written as a fraction of the theoretical maximum amount of product (1.0 means a 100% yield; for example, 0.34 means a 34% yield). (1) The reactants are [CH3:1][C:2]1[NH:3][C:4](=[O:26])[C:5]([CH2:11][C:12]2[CH:17]=[CH:16][C:15]([C:18]3[C:19]([C:24]#[N:25])=[CH:20][CH:21]=[CH:22][CH:23]=3)=[CH:14][CH:13]=2)=[C:6]([CH2:8][CH2:9][CH3:10])[N:7]=1.N(C(N1CCCCC1)=O)=NC(N1CCCCC1)=O.C(P(CCCC)CCCC)CCC.[N:58]1[CH:63]=[CH:62][CH:61]=[CH:60][C:59]=1[CH2:64]O. The catalyst is O1CCCC1. The product is [CH3:1][C:2]1[N:3]([CH2:64][C:59]2[CH:60]=[CH:61][CH:62]=[CH:63][N:58]=2)[C:4](=[O:26])[C:5]([CH2:11][C:12]2[CH:17]=[CH:16][C:15]([C:18]3[C:19]([C:24]#[N:25])=[CH:20][CH:21]=[CH:22][CH:23]=3)=[CH:14][CH:13]=2)=[C:6]([CH2:8][CH2:9][CH3:10])[N:7]=1. The yield is 0.310. (2) The reactants are [N:1]1([C:6]([N:8]2[CH:12]=[CH:11][N:10]=[CH:9]2)=[O:7])[CH:5]=[CH:4]N=[CH:2]1.[CH3:13][O:14][C:15]1[CH:24]=[CH:23][C:22]2CNCC[C:17]=2[C:16]=1[CH:25]=[O:26]. The catalyst is O1CCCC1. The product is [N:8]1([C:6]([N:1]2[CH2:2][CH2:22][C:17]3[C:16]([CH:25]=[O:26])=[C:15]([O:14][CH3:13])[CH:24]=[CH:23][C:4]=3[CH2:5]2)=[O:7])[CH:12]=[CH:11][N:10]=[CH:9]1. The yield is 0.882. (3) The reactants are [CH3:1][O:2][C:3](=[O:20])[CH:4]([C:13]1[CH:18]=[CH:17][C:16]([CH3:19])=[CH:15][CH:14]=1)[CH2:5]C(OC(C)(C)C)=O.[C:21]([OH:27])(C(F)(F)F)=[O:22].C1(P([N:42]=[N+]=[N-])(C2C=CC=CC=2)=O)C=CC=CC=1.C(N(CC)CC)C.[N-]=[N+]=[N-].[C:55]1([CH3:61])[CH:60]=CC=C[CH:56]=1. The catalyst is C(Cl)Cl.C(O)(C)(C)C.Cl[Sn](Cl)(Cl)Cl. The product is [CH3:1][O:2][C:3](=[O:20])[CH:4]([C:13]1[CH:14]=[CH:15][C:16]([CH3:19])=[CH:17][CH:18]=1)[CH2:5][NH:42][C:21]([O:27][C:55]([CH3:61])([CH3:60])[CH3:56])=[O:22]. The yield is 0.740. (4) The reactants are [C:1]([C:5]1[CH:6]=[C:7]([CH:36]=[C:37]([C:39]([O:41]C)=[O:40])[CH:38]=1)[CH2:8][CH:9]([CH2:13][CH2:14][CH2:15][S:16]C(C1C=CC=CC=1)(C1C=CC=CC=1)C1C=CC=CC=1)[C:10]([OH:12])=[O:11])([CH3:4])([CH3:3])[CH3:2].C([SiH](C(C)C)C(C)C)(C)C.FC(F)(F)C(O)=O. The catalyst is ClCCl. The product is [C:39]([C:37]1[CH:36]=[C:7]([CH2:8][CH:9]([CH2:13][CH2:14][CH2:15][SH:16])[C:10]([OH:12])=[O:11])[CH:6]=[C:5]([C:1]([CH3:3])([CH3:4])[CH3:2])[CH:38]=1)([OH:41])=[O:40]. The yield is 0.550.